This data is from Full USPTO retrosynthesis dataset with 1.9M reactions from patents (1976-2016). The task is: Predict the reactants needed to synthesize the given product. (1) Given the product [CH3:4][CH:3]([CH3:5])[CH2:2][CH:1]=[CH:10][N+:7]([O-:9])=[O:8], predict the reactants needed to synthesize it. The reactants are: [CH:1](=O)[CH2:2][CH:3]([CH3:5])[CH3:4].[N+:7]([CH3:10])([O-:9])=[O:8]. (2) Given the product [Cl:1][C:2]1[C:7]([C:8]([O:10][CH3:13])=[O:9])=[C:6]([F:11])[C:5]([OH:12])=[CH:4][CH:3]=1, predict the reactants needed to synthesize it. The reactants are: [Cl:1][C:2]1[C:7]([C:8]([OH:10])=[O:9])=[C:6]([F:11])[C:5]([OH:12])=[CH:4][CH:3]=1.[CH3:13][Si](C=[N+]=[N-])(C)C. (3) Given the product [CH3:1][C:2]1[C:3]([NH2:4])=[C:5]([NH2:9])[CH:6]=[CH:7][CH:8]=1, predict the reactants needed to synthesize it. The reactants are: [CH3:1][C:2]1[CH:8]=[CH:7][CH:6]=[C:5]([N+:9]([O-])=O)[C:3]=1[NH2:4]. (4) Given the product [F:16][C:9]1[CH:8]=[C:7]2[C:12]([N:13]=[C:14]([CH3:15])[C:5]3[N:6]2[C:2]([C:21]2[CH:22]=[CH:23][CH:24]=[CH:25][C:20]=2[O:19][CH3:18])=[N:3][C:4]=3[CH3:17])=[CH:11][CH:10]=1, predict the reactants needed to synthesize it. The reactants are: Br[C:2]1[N:6]2[C:7]3[C:12]([N:13]=[C:14]([CH3:15])[C:5]2=[C:4]([CH3:17])[N:3]=1)=[CH:11][CH:10]=[C:9]([F:16])[CH:8]=3.[CH3:18][O:19][C:20]1[CH:25]=[CH:24][CH:23]=[CH:22][C:21]=1B(O)O.C([O-])([O-])=O.[K+].[K+]. (5) The reactants are: [CH:1]1([CH2:4][O:5][C:6]2[CH:11]=[C:10]([O:12][CH2:13][CH2:14][O:15][CH3:16])[CH:9]=[CH:8][C:7]=2/[CH:17]=[CH:18]/[C:19]([O:21][CH2:22][CH3:23])=[O:20])[CH2:3][CH2:2]1. Given the product [CH:1]1([CH2:4][O:5][C:6]2[CH:11]=[C:10]([O:12][CH2:13][CH2:14][O:15][CH3:16])[CH:9]=[CH:8][C:7]=2[CH2:17][CH2:18][C:19]([O:21][CH2:22][CH3:23])=[O:20])[CH2:3][CH2:2]1, predict the reactants needed to synthesize it. (6) Given the product [C:1]([O:6][C@@H:7]1[C@@H:15]([CH3:16])[C:14](=[O:18])[O:13][CH2:12][C@H:11]([NH:19][C:20]([O:22][C:23]([CH3:25])([CH3:24])[CH3:26])=[O:21])[C:10](=[O:27])[O:9][C@H:8]1[CH3:28])(=[O:5])[CH:2]([CH3:4])[CH3:3], predict the reactants needed to synthesize it. The reactants are: [C:1]([O:6][C@@H:7]1[C@@H:15]([CH2:16]Br)[C:14](=[O:18])[O:13][CH2:12][C@H:11]([NH:19][C:20]([O:22][C:23]([CH3:26])([CH3:25])[CH3:24])=[O:21])[C:10](=[O:27])[O:9][C@H:8]1[CH3:28])(=[O:5])[CH:2]([CH3:4])[CH3:3].CCCC[SnH](CCCC)CCCC. (7) Given the product [F:1][C:2]([F:17])([F:18])/[C:3](/[C:6]1[CH:7]=[C:8]([CH:14]=[CH:15][CH:16]=1)[C:9]([O:11][CH2:12][CH3:13])=[O:10])=[N:4]/[O:5][S:26]([C:23]1[CH:24]=[CH:25][C:20]([CH3:19])=[CH:21][CH:22]=1)(=[O:28])=[O:27], predict the reactants needed to synthesize it. The reactants are: [F:1][C:2]([F:18])([F:17])/[C:3](/[C:6]1[CH:7]=[C:8]([CH:14]=[CH:15][CH:16]=1)[C:9]([O:11][CH2:12][CH3:13])=[O:10])=[N:4]/[OH:5].[CH3:19][C:20]1[CH:25]=[CH:24][C:23]([S:26](Cl)(=[O:28])=[O:27])=[CH:22][CH:21]=1. (8) Given the product [I:1][C:2]1[CH:11]=[C:10]2[C:5]([C:6](=[O:15])[CH:7]=[CH:8][NH:9]2)=[CH:4][C:3]=1[CH3:16], predict the reactants needed to synthesize it. The reactants are: [I:1][C:2]1[CH:11]=[C:10]2[C:5]([C:6](=[O:15])[C:7](C(O)=O)=[CH:8][NH:9]2)=[CH:4][C:3]=1[CH3:16].C1C=CC(C2C=CC=CC=2)=CC=1.C1C=CC(OC2C=CC=CC=2)=CC=1. (9) Given the product [CH2:11]([C@@H:10]([CH:13]=[CH2:14])[CH2:9][C:8]1[CH:15]=[CH:16][C:5]([O:4][CH3:3])=[CH:6][C:7]=1[CH:17]=[CH2:18])[CH3:2], predict the reactants needed to synthesize it. The reactants are: [Li][CH3:2].[CH3:3][O:4][C:5]1[CH:16]=[CH:15][C:8]([CH2:9][C@@H:10]([CH2:13][CH3:14])[CH:11]=O)=[C:7]([CH:17]=[CH2:18])[CH:6]=1.